Dataset: Reaction yield outcomes from USPTO patents with 853,638 reactions. Task: Predict the reaction yield, written as a fraction of the theoretical maximum amount of product (1.0 means a 100% yield; for example, 0.34 means a 34% yield). The reactants are [CH3:1][C:2]1([CH3:12])[CH2:7][CH2:6][C:5]([CH3:9])([CH3:8])[C:4]([CH:10]=O)=[CH:3]1.[F:13][C:14]1[CH:15]=[C:16]([CH:18]=[CH:19][CH:20]=1)[NH2:17].C([BH3-])#N.[Na+].[Cl-].[NH4+]. The catalyst is CO.O.C(O)(=O)C. The product is [F:13][C:14]1[CH:15]=[C:16]([CH:18]=[CH:19][CH:20]=1)[NH:17][CH2:10][C:4]1[C:5]([CH3:9])([CH3:8])[CH2:6][CH2:7][C:2]([CH3:12])([CH3:1])[CH:3]=1. The yield is 0.740.